Dataset: NCI-60 drug combinations with 297,098 pairs across 59 cell lines. Task: Regression. Given two drug SMILES strings and cell line genomic features, predict the synergy score measuring deviation from expected non-interaction effect. (1) Drug 1: C1=CC(=C2C(=C1NCCNCCO)C(=O)C3=C(C=CC(=C3C2=O)O)O)NCCNCCO. Drug 2: CCC(=C(C1=CC=CC=C1)C2=CC=C(C=C2)OCCN(C)C)C3=CC=CC=C3.C(C(=O)O)C(CC(=O)O)(C(=O)O)O. Cell line: EKVX. Synergy scores: CSS=18.6, Synergy_ZIP=-2.83, Synergy_Bliss=-0.211, Synergy_Loewe=-21.3, Synergy_HSA=1.01. (2) Drug 1: C1=C(C(=O)NC(=O)N1)N(CCCl)CCCl. Drug 2: CC1C(C(CC(O1)OC2CC(CC3=C2C(=C4C(=C3O)C(=O)C5=C(C4=O)C(=CC=C5)OC)O)(C(=O)CO)O)N)O.Cl. Cell line: SNB-75. Synergy scores: CSS=69.1, Synergy_ZIP=0.185, Synergy_Bliss=1.15, Synergy_Loewe=4.75, Synergy_HSA=6.35. (3) Drug 1: CC1OCC2C(O1)C(C(C(O2)OC3C4COC(=O)C4C(C5=CC6=C(C=C35)OCO6)C7=CC(=C(C(=C7)OC)O)OC)O)O. Drug 2: CCCCCOC(=O)NC1=NC(=O)N(C=C1F)C2C(C(C(O2)C)O)O. Cell line: A549. Synergy scores: CSS=39.4, Synergy_ZIP=3.53, Synergy_Bliss=3.82, Synergy_Loewe=-35.7, Synergy_HSA=3.06.